From a dataset of Experimentally validated miRNA-target interactions with 360,000+ pairs, plus equal number of negative samples. Binary Classification. Given a miRNA mature sequence and a target amino acid sequence, predict their likelihood of interaction. (1) The protein sequence of the target gene is MSRSKRDNNFYSVEIGDSTFTVLKRYQNLKPIGSGAQGIVCAAYDAILERNVAIKKLSRPFQNQTHAKRAYRELVLMKCVNHKNIIGLLNVFTPQKSLEEFQDVYIVMELMDANLCQVIQMELDHERMSYLLYQMLCGIKHLHSAGIIHRDLKPSNIVVKSDCTLKILDFGLARTAGTSFMMTPYVVTRYYRAPEVILGMGYKENVDLWSVGCIMGEMVCHKILFPGRDYIDQWNKVIEQLGTPCPEFMKKLQPTVRTYVENRPKYAGYSFEKLFPDVLFPADSEHNKLKASQARDLLSK.... The miRNA is hsa-miR-188-5p with sequence CAUCCCUUGCAUGGUGGAGGG. Result: 0 (no interaction). (2) The miRNA is mmu-miR-1198-5p with sequence UAUGUGUUCCUGGCUGGCUUGG. The protein sequence of the target gene is MSKPVDHVKRPMNAFMVWSRAQRRKMAQENPKMHNSEISKRLGAEWKLLTESEKRPFIDEAKRLRAMHMKEHPDYKYRPRRKPKTLLKKDKFAFPVPYGLGSVADAEHPALKAGAGLHAGAGGGLVPESLLANPEKAAAAAAAAAARVFFPQSAAAAAAAAAAAAAGSPYSLLDLGSKMAEISSSSSGLPYASSLGYPTAGAGAFHGAAAAAAAAAAAAGGHTHSHPSPGNPGYMIPCNCSAWPSPGLQPPLAYILLPGMGKPQLDPYPAAYAAAL. Result: 1 (interaction). (3) Result: 0 (no interaction). The miRNA is hsa-miR-5197-5p with sequence CAAUGGCACAAACUCAUUCUUGA. The protein sequence of the target gene is MDLAANEISIYDKLSETVDLVRQTGHQCGMSEKAIEKFIRQLLEKNEPQRPPPQYPLLIVVYKVLATLGLILLTAYFVIQPFSPLAPEPVLSGAHTWRSLIHHIRLMSLPIAKKYMSENKGVPLHGGDEDRPFPDFDPWWTNDCEQNESEPIPANCTGCAQKHLKVMLLEDAPRKFERLHPLVIKTGKPLLEEEIQHFLCQYPEATEGFSEGFFAKWWRCFPERWFPFPYPWRRPLNRSQMLRELFPVFTHLPFPKDASLNKCSFLHPEPVVGSKMHKMPDLFIIGSGEAMLQLIPPFQC.... (4) The miRNA is mmu-miR-139-3p with sequence UGGAGACGCGGCCCUGUUGGAG. The protein sequence of the target gene is MFSCCFPTSRGCCFRNGGSESLFRQCRRRLIPHPRRLWPFVRRRTQVPQDSPGQALAGQATPEIPSGLPLHIVLVQEEIREPMEAQTHAPGPYADIAALAAPAVEPKPAWEEPPPERALEVEGAPAKDQPSQELPEIMAPTVATGLNAGAENVAGERSGREGVTSTAPASRSHAAPSPGHGGKHGGGDQGIQTGLLYLAGERLLSFAGTTALLLQGLFIVLILVGYISVKVMLKSIKTRLGRRVPAAPPALRRNLLLQAWKCVCNWASRLFAPNVLPRTGS. Result: 0 (no interaction). (5) The miRNA is hsa-miR-331-3p with sequence GCCCCUGGGCCUAUCCUAGAA. The protein sequence of the target gene is MERGKMAEAESLETAAEHERILREIESTDTACIGPTLRSVYDGEEHGRFMEKLETRIRNHDREIEKMCNFHYQGFVDSITELLKVRGEAQKLKNQVTDTNRKLQHEGKELVIAMEELKQCRLQQRNISATVDKLMLCLPVLEMYSKLRDQMKTKRHYPALKTLEHLEHTYLPQVSHYRFCKVMVDNIPKLREEIKDVSMSDLKDFLESIRKHSDKIGETAMKQAQQQRNLDNIVLQQPRIGSKRKSKKDAYIIFDTEIESTSPKSEQDSGILDVEDEEDDEEVPGAQDLVDFSPVYRCLH.... Result: 1 (interaction). (6) The miRNA is hsa-miR-4496 with sequence GAGGAAACUGAAGCUGAGAGGG. The protein sequence of the target gene is MADSGTAGGAALAAPAPGPGSGGPGPRVYFQSPPGAAGEGPGGADDEGPVRRQGKVTVKYDRKELRKRLNLEEWILEQLTRLYDCQEEEIPELEIDVDELLDMESDDARAARVKELLVDCYKPTEAFISGLLDKIRGMQKLSTPQKK. Result: 0 (no interaction). (7) The miRNA is mmu-miR-127-3p with sequence UCGGAUCCGUCUGAGCUUGGCU. The protein sequence of the target gene is MASPADSCIQFTRHASDVLLNLNRLRSRDILTDVVIVVSREQFRAHKTVLMACSGLFYSIFTDQLKCNLSVINLDPEISPEGFCILLDFMYTSRLNLREGNIMAVMTTAMYLQMEHVVDTCRKFIKASEAEMAPALKPPREEFLNSRMLMPHDIMAYRGREVVENNMPLRNTPGCESRAFAPPLYSGLSTPPASYPMYSHLPLSTFLFSDEELRDAPRMPVANPFPKERALPCDSARQVPNEYSRPAMEVSPSLCHSNIYSPKEAVPEEARSDIHYSVPEGPKPAVPSARNAPYFPCDKA.... Result: 1 (interaction). (8) The miRNA is rno-miR-29b-1-5p with sequence UUUCAUAUGGUGGUUUAGAUUU. The protein sequence of the target gene is MAAAAVGAGHGAGGPGAASSSGGAREGARVAALCLLWYALSAGGNVVNKVILSAFPFPVTVSLCHILALCAGLPPLLRAWRVPPAPPVSGPGPSPHPSSGPLLPPRFYPRYVLPLAFGKYFASVSAHVSIWKVPVSYAHTVKATMPIWVVLLSRIIMKEKQSTKVYLSLIPIISGVLLATVTELSFDMWGLVSALAATLCFSLQNIFSKKVLRDSRIHHLRLLNILGCHAVFFMIPTWVLVDLSAFLVSSDLTYVYQWPWTLLLLAVSGFCNFAQNVIAFSILNLVSPLSYSVANATKRI.... Result: 0 (no interaction). (9) The miRNA is hsa-miR-24-3p with sequence UGGCUCAGUUCAGCAGGAACAG. The protein sequence of the target gene is MRVNHTVSTMLPTCMVHRQTMSCSGAGGITAFVAFRDVAVYFTQEEWRLLSPAQRTLHREVMLETYNHLVSLEIPSSKPKLIAQLERGEAPWREERKCPLDLCPESKPEIQLSPSCPLIFSSQQALSQHVWLSHLSQLFSSLWAGNPLHLGKHYPEDQKQQQDPFCFSGKAEWIQEGEDSRLLFGRVSKNGTSKALSSPPEEQQPAQSKEDNTVVDIGSSPERRADLEETDKVLHGLEVSGFGEIKYEEFGPGFIKESNLLSLQKTQTGETPYMYTEWGDSFGSMSVLIKNPRTHSGGKP.... Result: 1 (interaction).